This data is from Catalyst prediction with 721,799 reactions and 888 catalyst types from USPTO. The task is: Predict which catalyst facilitates the given reaction. (1) Reactant: [N:1]1[CH:6]=[CH:5][CH:4]=[CH:3][C:2]=1[C:7](=O)[CH2:8][C:9]1[C:18]2[C:13](=[CH:14][CH:15]=[CH:16][CH:17]=2)[N:12]=[CH:11][CH:10]=1.[NH+]1C=CC=CC=1.[NH2:26][C:27]([NH2:29])=[S:28]. Product: [N:1]1[CH:6]=[CH:5][CH:4]=[CH:3][C:2]=1[C:7]1[N:26]=[C:27]([NH2:29])[S:28][C:8]=1[C:9]1[C:18]2[C:13](=[CH:14][CH:15]=[CH:16][CH:17]=2)[N:12]=[CH:11][CH:10]=1. The catalyst class is: 1. (2) Reactant: [Cl:1][C:2]1[C:3]([C:11]2[C:16]3[CH:17]=[CH:18][CH2:19][O:20][C:15]=3[C:14]([Cl:21])=[CH:13][C:12]=2[F:22])=[N:4][N:5]2[CH2:10][CH2:9][CH2:8][CH2:7][C:6]=12. Product: [Cl:1][C:2]1[C:3]([C:11]2[C:16]3[CH2:17][CH2:18][CH2:19][O:20][C:15]=3[C:14]([Cl:21])=[CH:13][C:12]=2[F:22])=[N:4][N:5]2[CH2:10][CH2:9][CH2:8][CH2:7][C:6]=12. The catalyst class is: 153. (3) Reactant: C([O:3][C:4](=O)[CH2:5][C:6]1[NH:10][C:9]2[CH:11]=[CH:12][CH:13]=[CH:14][C:8]=2[N:7]=1)C.O.[NH2:17][NH2:18]. Product: [NH:7]1[C:8]2[CH:14]=[CH:13][CH:12]=[CH:11][C:9]=2[N:10]=[C:6]1[CH2:5][C:4]([NH:17][NH2:18])=[O:3]. The catalyst class is: 8. (4) Reactant: [N+:1]([C:4]1[CH:9]=[CH:8][C:7]([OH:10])=[CH:6][CH:5]=1)([O-:3])=[O:2].[H-].[Na+].Cl[C:14]1[CH:19]=[C:18]([S:20][CH3:21])[N:17]=[CH:16][N:15]=1. Product: [CH3:21][S:20][C:18]1[CH:19]=[C:14]([O:10][C:7]2[CH:8]=[CH:9][C:4]([N+:1]([O-:3])=[O:2])=[CH:5][CH:6]=2)[N:15]=[CH:16][N:17]=1. The catalyst class is: 248. (5) Reactant: [Cl:1][C:2]1[N:6]([CH3:7])[N:5]=[CH:4][C:3]=1/[CH:8]=[N:9]/[S@@:10]([C:12]([CH3:15])([CH3:14])[CH3:13])=[O:11].[CH3:16][Mg]Br.[Cl-].[NH4+]. Product: [Cl:1][C:2]1[N:6]([CH3:7])[N:5]=[CH:4][C:3]=1[C@@H:8]([NH:9][S@@:10]([C:12]([CH3:15])([CH3:14])[CH3:13])=[O:11])[CH3:16]. The catalyst class is: 4. (6) Reactant: C[N:2]1CCN(C2C=CC(NC3C4[N:17]([N:29]=[CH:30]N=4)[C:18]([C:21]4C=C(C(N)=O)SC=4)=[CH:19]N=3)=CC=2)CC1.Br[C:33]1[N:38]2[N:39]=[CH:40][N:41]=[C:37]2[C:36]([NH:42][C:43]2[CH:48]=[CH:47][C:46]([N:49]3[CH2:54][CH2:53][O:52][CH2:51][CH2:50]3)=[CH:45][CH:44]=2)=[N:35][CH:34]=1.CC1NN=CC=1B1OC(C)(C)C(C)(C)O1.C([O-])([O-])=O.[Na+].[Na+]. Product: [NH3:2].[CH3:19][C:18]1[NH:17][N:29]=[CH:30][C:21]=1[C:33]1[N:38]2[N:39]=[CH:40][N:41]=[C:37]2[C:36]([NH:42][C:43]2[CH:48]=[CH:47][C:46]([N:49]3[CH2:54][CH2:53][O:52][CH2:51][CH2:50]3)=[CH:45][CH:44]=2)=[N:35][CH:34]=1. The catalyst class is: 77. (7) Reactant: [CH3:1][C@H:2]1[CH:8]=[CH:7][C:6]([S:9][C:10]2[CH:15]=[CH:14][CH:13]=[CH:12][CH:11]=2)=[CH:5][CH2:4][C@H:3]1[OH:16].[Li][CH2:18]CCC.CI. Product: [CH3:18][C@H:4]1[CH:5]=[C:6]([S:9][C:10]2[CH:11]=[CH:12][CH:13]=[CH:14][CH:15]=2)[CH:7]=[CH:8][C@H:2]([CH3:1])[C@@H:3]1[OH:16]. The catalyst class is: 1.